This data is from Catalyst prediction with 721,799 reactions and 888 catalyst types from USPTO. The task is: Predict which catalyst facilitates the given reaction. Reactant: C1([SiH2]C2C=CC=CC=2)C=CC=CC=1.[CH3:14][C:15]1([CH3:50])[C:23]2[C:18](=[CH:19][CH:20]=[C:21]([C:24]3[CH:29]=[CH:28][C:27]([C:30]([F:33])([F:32])[F:31])=[CH:26][CH:25]=3)[CH:22]=2)[N:17]([C:34](=O)[CH2:35][O:36][C:37]2[CH:38]=[C:39]([CH2:43][C:44]([O:46][CH2:47][CH3:48])=[O:45])[CH:40]=[CH:41][CH:42]=2)[CH2:16]1. Product: [CH3:14][C:15]1([CH3:50])[C:23]2[C:18](=[CH:19][CH:20]=[C:21]([C:24]3[CH:25]=[CH:26][C:27]([C:30]([F:31])([F:32])[F:33])=[CH:28][CH:29]=3)[CH:22]=2)[N:17]([CH2:34][CH2:35][O:36][C:37]2[CH:38]=[C:39]([CH2:43][C:44]([O:46][CH2:47][CH3:48])=[O:45])[CH:40]=[CH:41][CH:42]=2)[CH2:16]1. The catalyst class is: 1.